This data is from Reaction yield outcomes from USPTO patents with 853,638 reactions. The task is: Predict the reaction yield, written as a fraction of the theoretical maximum amount of product (1.0 means a 100% yield; for example, 0.34 means a 34% yield). The reactants are [C:1]([N:8]1[CH2:13][CH2:12][S:11][CH2:10][CH:9]1C(O)=O)([O:3][C:4](C)(C)[CH3:5])=[O:2].Cl.C(OC(=O)[C@H](CS)N)C.C(N(CC)CC)C.BrC(Br)C. The catalyst is C1COCC1. The product is [CH2:4]([O:3][C:1]([N:8]1[CH2:9][CH2:10][S:11][CH2:12][CH2:13]1)=[O:2])[CH3:5]. The yield is 0.870.